From a dataset of Forward reaction prediction with 1.9M reactions from USPTO patents (1976-2016). Predict the product of the given reaction. (1) Given the reactants CO[C:3]([C:5]1[N:6]=[C:7]([C:24]#[N:25])[C:8]2[C:9](=[O:23])[N:10]([CH2:16][C:17]3[CH:22]=[CH:21][CH:20]=[CH:19][CH:18]=3)[CH:11]=[CH:12][C:13]=2[C:14]=1[OH:15])=[O:4].[CH:26]1([NH2:29])[CH2:28][CH2:27]1.O, predict the reaction product. The product is: [CH:26]1([NH:29][C:3]([C:5]2[N:6]=[C:7]([C:24]#[N:25])[C:8]3[C:9](=[O:23])[N:10]([CH2:16][C:17]4[CH:18]=[CH:19][CH:20]=[CH:21][CH:22]=4)[CH:11]=[CH:12][C:13]=3[C:14]=2[OH:15])=[O:4])[CH2:28][CH2:27]1. (2) Given the reactants [CH3:1][O:2][C:3]1[CH:4]=[C:5]([C:11]2[N:34](S(C3C=CC=CC=3)(=O)=O)[C:14]3=[N:15][CH:16]=[CH:17][C:18]([C:19]4[CH:20]=[CH:21][C:22]([O:27][CH:28]5[CH2:33][CH2:32][O:31][CH2:30][CH2:29]5)=[C:23]([CH:26]=4)[C:24]#[N:25])=[C:13]3[CH:12]=2)[CH:6]=[CH:7][C:8]=1[O:9][CH3:10].[OH-].[Na+].CCO, predict the reaction product. The product is: [CH3:1][O:2][C:3]1[CH:4]=[C:5]([C:11]2[NH:34][C:14]3=[N:15][CH:16]=[CH:17][C:18]([C:19]4[CH:20]=[CH:21][C:22]([O:27][CH:28]5[CH2:33][CH2:32][O:31][CH2:30][CH2:29]5)=[C:23]([CH:26]=4)[C:24]#[N:25])=[C:13]3[CH:12]=2)[CH:6]=[CH:7][C:8]=1[O:9][CH3:10]. (3) Given the reactants [CH:1]([Si:4]([C:11]#[CH:12])([CH:8]([CH3:10])[CH3:9])[CH:5]([CH3:7])[CH3:6])([CH3:3])[CH3:2].C([Li])[CH2:14][CH2:15][CH3:16].[Br:18][C:19]1[CH:32]=[CH:31][C:30]2[C:29](=O)[C:28]3[C:23](=[CH:24][CH:25]=[C:26]([Br:34])[CH:27]=3)[C:22](=O)[C:21]=2[CH:20]=1.[Sn](Cl)Cl, predict the reaction product. The product is: [Br:18][C:19]1[CH:32]=[CH:31][C:30]2[C:21](=[C:22]([C:2]#[C:1][Si:4]([CH:8]([CH3:10])[CH3:9])([CH:15]([CH3:16])[CH3:14])[CH:5]([CH3:7])[CH3:6])[C:23]3[C:28]([C:29]=2[C:12]#[C:11][Si:4]([CH:5]([CH3:6])[CH3:7])([CH:1]([CH3:3])[CH3:2])[CH:8]([CH3:10])[CH3:9])=[CH:27][C:26]([Br:34])=[CH:25][CH:24]=3)[CH:20]=1.